Dataset: Peptide-MHC class I binding affinity with 185,985 pairs from IEDB/IMGT. Task: Regression. Given a peptide amino acid sequence and an MHC pseudo amino acid sequence, predict their binding affinity value. This is MHC class I binding data. (1) The peptide sequence is VVPMVTQM. The MHC is H-2-Kb with pseudo-sequence H-2-Kb. The binding affinity (normalized) is 0.356. (2) The peptide sequence is ERYFRIHSL. The MHC is HLA-B42:01 with pseudo-sequence HLA-B42:01. The binding affinity (normalized) is 0.456. (3) The peptide sequence is FLLRHLSSV. The MHC is HLA-A68:02 with pseudo-sequence HLA-A68:02. The binding affinity (normalized) is 0.270. (4) The peptide sequence is ISGYNFSLGAA. The MHC is H-2-Db with pseudo-sequence H-2-Db. The binding affinity (normalized) is 0.193. (5) The peptide sequence is FPAGLTYSQL. The MHC is HLA-B07:02 with pseudo-sequence HLA-B07:02. The binding affinity (normalized) is 0.534. (6) The MHC is HLA-A33:01 with pseudo-sequence HLA-A33:01. The peptide sequence is TTIITPMMR. The binding affinity (normalized) is 0.633. (7) The peptide sequence is TVLEFILQK. The MHC is HLA-A01:01 with pseudo-sequence HLA-A01:01. The binding affinity (normalized) is 0.0847.